Dataset: Experimentally validated miRNA-target interactions with 360,000+ pairs, plus equal number of negative samples. Task: Binary Classification. Given a miRNA mature sequence and a target amino acid sequence, predict their likelihood of interaction. (1) The miRNA is hsa-miR-550b-2-5p with sequence AUGUGCCUGAGGGAGUAAGACA. The protein sequence of the target gene is MAKWGEGDPRWIVEERADATNVNNWHWTERDASNWSTDKLKTLFLAVQVQNEEGKCEVTEVSKLDGEASINNRKGKLIFFYEWSVKLNWTGTSKSGVQYKGHVEIPNLSDENSVDEVEISVSLAKDEPDTNLVALMKEEGVKLLREAMGIYISTLKTEFTQGMILPTMNGESVDPVGQPALKTEERKAKPAPSKTQARPVGVKIPTCKITLKETFLTSPEELYRVFTTQELVQAFTHAPATLEADRGGKFHMVDGNVSGEFTDLVPEKHIVMKWRFKSWPEGHFATITLTFIDKNGETEL.... Result: 0 (no interaction). (2) The miRNA is hsa-miR-548k with sequence AAAAGUACUUGCGGAUUUUGCU. The protein sequence of the target gene is MGARLGRRARADAPAAPSAGPAPYERRVRWLREIQSTLRERRPERARQLLRLLRQDLGLEGNLLTDILHRNVTFLNLVDPISHDLLVNLARDLQCPKKDHELWKSSDKICRQLIYHLTPHSKRKHHRKTQSSLKSSLQKTLLVGETVDLSGIPLSARDVQHISRYLDTRGVELVVLDLSFTELSDELLHLLLPSLWALPRLTQLLLNGNRLTRAAARELTEAIKDTAKFPVLAWVDLGNNVDVSSLPQPLLVGLRRRLSQHTSLPTIYEGLDLEPGGGMAETTAAVSTWGSAATEAGPEP.... Result: 0 (no interaction). (3) The miRNA is ssc-miR-150 with sequence UCUCCCAACCCUUGUACCAGUG. The protein sequence of the target gene is MGARASGGPLARAGLLLLLLLLLLLGLLAPGAQGARGRGGAEKNSYRRTVNTFSQSVSSLFGEDNVRAAQKFLARLTERFVLGVDMFVETLWKVWTELLDVLGLDVSNLSQYFSPASVSSSPARALLLVGVVLLAYWFLSLTLGFTFSVLHVVFGRFFWIVRVVLFSMSCVYILHKYEGEPENAVLPLCFVVAVYFMTGPMGFYWRSSPSGPSNPSNPSVEEKLEHLEKQVRLLNIRLNRVLESLDRSKDK. Result: 0 (no interaction).